Dataset: Reaction yield outcomes from USPTO patents with 853,638 reactions. Task: Predict the reaction yield, written as a fraction of the theoretical maximum amount of product (1.0 means a 100% yield; for example, 0.34 means a 34% yield). (1) The reactants are Cl.C(N=C=NCCCN(C)C)C.[OH:13][CH2:14][C:15]1[CH:23]=[CH:22][C:18]([C:19]([OH:21])=O)=[CH:17][CH:16]=1.[C:24]1([CH2:30][O:31][C:32]([C:34]2([NH2:40])[CH2:39][CH2:38][CH2:37][CH2:36][CH2:35]2)=[O:33])[CH:29]=[CH:28][CH:27]=[CH:26][CH:25]=1.ON1C2C=CC=CC=2N=N1. The catalyst is C(Cl)Cl. The product is [C:24]1([CH2:30][O:31][C:32]([C:34]2([NH:40][C:19]([C:18]3[CH:17]=[CH:16][C:15]([CH2:14][OH:13])=[CH:23][CH:22]=3)=[O:21])[CH2:35][CH2:36][CH2:37][CH2:38][CH2:39]2)=[O:33])[CH:25]=[CH:26][CH:27]=[CH:28][CH:29]=1. The yield is 0.560. (2) The reactants are [C:1]([C:5]1[CH:10]=[C:9]([C:11]([CH3:14])([CH3:13])[CH3:12])[CH:8]=[CH:7][C:6]=1[OH:15])([CH3:4])([CH3:3])[CH3:2]. The catalyst is C(O)C.[Rh]. The product is [C:1]([CH:5]1[CH2:10][CH:9]([C:11]([CH3:14])([CH3:13])[CH3:12])[CH2:8][CH2:7][C:6]1=[O:15])([CH3:4])([CH3:3])[CH3:2]. The yield is 0.910.